This data is from Peptide-MHC class I binding affinity with 185,985 pairs from IEDB/IMGT. The task is: Regression. Given a peptide amino acid sequence and an MHC pseudo amino acid sequence, predict their binding affinity value. This is MHC class I binding data. (1) The peptide sequence is SEHFSLLFL. The MHC is HLA-A02:01 with pseudo-sequence HLA-A02:01. The binding affinity (normalized) is 0.573. (2) The peptide sequence is KRIKGTIMT. The MHC is HLA-B27:05 with pseudo-sequence HLA-B27:05. The binding affinity (normalized) is 0.339.